This data is from Forward reaction prediction with 1.9M reactions from USPTO patents (1976-2016). The task is: Predict the product of the given reaction. (1) Given the reactants [CH2:1]([C@:8]12[CH2:18][CH:17]=[C:16]([C:19]3[CH:24]=[CH:23][CH:22]=[CH:21][CH:20]=3)[CH2:15][C@H:14]1[CH2:13][CH2:12][CH2:11][C:10]1[CH:25]=[C:26]([O:29]S(C(F)(F)F)(=O)=O)[CH:27]=[CH:28][C:9]2=1)[C:2]1[CH:7]=[CH:6][CH:5]=[CH:4][CH:3]=1.[CH2:37]([C@@:44]12[CH2:54][CH:53]=[C:52]([C:55]3[CH:60]=[CH:59][CH:58]=[CH:57][CH:56]=3)[CH2:51][C@@H:50]1[CH2:49][CH2:48][CH2:47][C:46]1[CH:61]=[C:62]([O:65]S(C(F)(F)F)(=O)=O)[CH:63]=[CH:64][C:45]2=1)[C:38]1[CH:43]=[CH:42][CH:41]=[CH:40][CH:39]=1.[CH3:73][OH:74], predict the reaction product. The product is: [CH3:73][O:74][C:62]([C:26]1[CH:25]=[CH:10][C:9]2[C@@:8]3([CH2:1][C:2]4[CH:7]=[CH:6][CH:5]=[CH:4][CH:3]=4)[CH2:18][CH:17]=[C:16]([C:19]4[CH:24]=[CH:23][CH:22]=[CH:21][CH:20]=4)[CH2:15][C@H:14]3[CH2:13][CH2:12][CH2:11][C:28]=2[CH:27]=1)=[O:65].[CH3:73][O:74][C:26]([C:62]1[CH:61]=[CH:46][C:45]2[C@:44]3([CH2:37][C:38]4[CH:43]=[CH:42][CH:41]=[CH:40][CH:39]=4)[CH2:54][CH:53]=[C:52]([C:55]4[CH:60]=[CH:59][CH:58]=[CH:57][CH:56]=4)[CH2:51][C@@H:50]3[CH2:49][CH2:48][CH2:47][C:64]=2[CH:63]=1)=[O:29]. (2) Given the reactants [Cl:1][C:2]1[C:3]([C:8]2[NH:12][CH:11]=[N:10][N:9]=2)=[C:4]([NH2:7])[S:5][CH:6]=1.[O:13]=[C:14]1[CH2:23][CH2:22][C:21]2[C:16](=[CH:17][CH:18]=[CH:19][N:20]=2)[N:15]1[CH2:24][C:25](O)=[O:26], predict the reaction product. The product is: [Cl:1][C:2]1[C:3]([C:8]2[N:12]=[CH:11][NH:10][N:9]=2)=[C:4]([NH:7][C:25](=[O:26])[CH2:24][N:15]2[C:16]3[C:21](=[N:20][CH:19]=[CH:18][CH:17]=3)[CH2:22][CH2:23][C:14]2=[O:13])[S:5][CH:6]=1.